Dataset: Catalyst prediction with 721,799 reactions and 888 catalyst types from USPTO. Task: Predict which catalyst facilitates the given reaction. (1) Product: [F:21][C:22]1[CH:23]=[C:24]([CH2:25][O:18][C:15]2[CH:14]=[CH:13][C:12]([C:2]([OH:1])([CH3:11])[CH2:3][NH:4][S:5]([CH:8]([CH3:10])[CH3:9])(=[O:7])=[O:6])=[CH:17][CH:16]=2)[CH:27]=[C:28]([F:30])[CH:29]=1. Reactant: [OH:1][C:2]([C:12]1[CH:17]=[CH:16][C:15]([OH:18])=[CH:14][CH:13]=1)([CH3:11])[CH2:3][NH:4][S:5]([CH:8]([CH3:10])[CH3:9])(=[O:7])=[O:6].[H-].[Na+].[F:21][C:22]1[CH:23]=[C:24]([CH:27]=[C:28]([F:30])[CH:29]=1)[CH2:25]Br.N[C@H](C(O)=O)CC1C=C2C(C=CC=C2)=CC=1. The catalyst class is: 18. (2) Reactant: [Br:1][C:2]1[CH:3]=[C:4]([C:12]([CH3:15])([CH3:14])[CH3:13])[C:5]([OH:11])=[C:6]([C:8](=O)[CH3:9])[CH:7]=1.CC([O-])=O.[Na+].[NH2:21][OH:22].Cl. Product: [Br:1][C:2]1[CH:3]=[C:4]([C:12]([CH3:15])([CH3:14])[CH3:13])[C:5]([OH:11])=[C:6]([C:8](=[N:21][OH:22])[CH3:9])[CH:7]=1. The catalyst class is: 14. (3) The catalyst class is: 39. Product: [CH2:15]([O:17][C:18](=[O:28])[CH2:19][C@@H:20]([NH:27][C:2]1[C:7]([N+:8]([O-:10])=[O:9])=[CH:6][N:5]=[C:4]([CH:11]2[CH2:13][CH2:12]2)[N:3]=1)[C:21]1[CH:22]=[CH:23][CH:24]=[CH:25][CH:26]=1)[CH3:16]. Reactant: Cl[C:2]1[C:7]([N+:8]([O-:10])=[O:9])=[CH:6][N:5]=[C:4]([CH:11]2[CH2:13][CH2:12]2)[N:3]=1.Cl.[CH2:15]([O:17][C:18](=[O:28])[CH2:19][C@@H:20]([NH2:27])[C:21]1[CH:26]=[CH:25][CH:24]=[CH:23][CH:22]=1)[CH3:16].CCN(C(C)C)C(C)C. (4) Reactant: [Br:1][C:2]1[CH:7]=[CH:6][C:5]([CH2:8][C:9]([OH:11])=O)=[CH:4][CH:3]=1.Cl.CN(C)CCCN=C=NCC.[CH2:24]([NH2:31])[C:25]1[CH:30]=[CH:29][CH:28]=[CH:27][CH:26]=1. Product: [CH2:24]([NH:31][C:9](=[O:11])[CH2:8][C:5]1[CH:4]=[CH:3][C:2]([Br:1])=[CH:7][CH:6]=1)[C:25]1[CH:30]=[CH:29][CH:28]=[CH:27][CH:26]=1. The catalyst class is: 154. (5) Reactant: [Br:1][C:2]1[CH:7]=[CH:6][C:5](Br)=[CH:4][N:3]=1.C([Li])CCC.[CH3:14][C:15]([CH3:17])=[O:16]. The catalyst class is: 27. Product: [Br:1][C:2]1[CH:7]=[CH:6][C:5]([C:15]([OH:16])([CH3:17])[CH3:14])=[CH:4][N:3]=1. (6) Reactant: [C:1]([C:5]1[CH:10]=[CH:9][C:8]([NH2:11])=[C:7]([NH2:12])[CH:6]=1)([CH3:4])([CH3:3])[CH3:2].[N:13]([C:16]1[C:17]([O:22][C:23]2[CH:28]=[CH:27][CH:26]=[C:25]([C:29]([F:32])([F:31])[F:30])[CH:24]=2)=[N:18][CH:19]=[CH:20][CH:21]=1)=[C:14]=S. Product: [C:1]([C:5]1[CH:10]=[CH:9][C:8]2[N:11]=[C:14]([NH:13][C:16]3[C:17]([O:22][C:23]4[CH:28]=[CH:27][CH:26]=[C:25]([C:29]([F:32])([F:30])[F:31])[CH:24]=4)=[N:18][CH:19]=[CH:20][CH:21]=3)[NH:12][C:7]=2[CH:6]=1)([CH3:4])([CH3:2])[CH3:3]. The catalyst class is: 26.